Task: Predict the reactants needed to synthesize the given product.. Dataset: Retrosynthesis with 50K atom-mapped reactions and 10 reaction types from USPTO (1) Given the product CC(C)c1nc(-c2ccc(N)cc2)cs1, predict the reactants needed to synthesize it. The reactants are: CC(C)c1nc(-c2ccc([N+](=O)[O-])cc2)cs1. (2) Given the product C[C@H]1C[C@]2(CCN1)C(O)CS(=O)(=O)N2c1cccc(F)c1, predict the reactants needed to synthesize it. The reactants are: C[C@H]1C[C@]2(CCN1C(=O)OCc1ccccc1)C(O)CS(=O)(=O)N2c1cccc(F)c1. (3) Given the product COC(=O)Cc1cn(C)nc1OCc1cc(OCc2nc(-c3ccccc3)oc2C)no1, predict the reactants needed to synthesize it. The reactants are: COC(=O)Cc1cn(C)nc1O.Cc1oc(-c2ccccc2)nc1COc1cc(CCl)on1. (4) Given the product Cc1c(CN2CCN(C(=O)OC(C)(C)C)CC2)sc2c(N3CCOCC3)nc(Cl)nc12, predict the reactants needed to synthesize it. The reactants are: CC(C)(C)OC(=O)N1CCNCC1.Cc1c(C=O)sc2c(N3CCOCC3)nc(Cl)nc12. (5) Given the product Cc1nc(OCC(=O)N(C)C2CCNCC2)nc(C)c1NC(=O)OC(C)(C)C, predict the reactants needed to synthesize it. The reactants are: Cc1nc(OCC(=O)N(C)C2CCN(Cc3ccccc3)CC2)nc(C)c1NC(=O)OC(C)(C)C. (6) The reactants are: C[Si](C)(C)[N-][Si](C)(C)C.O=CC12CCC(c3ccccc3)(CC1)CC2. Given the product COC=CC12CCC(c3ccccc3)(CC1)CC2, predict the reactants needed to synthesize it. (7) Given the product CN(Cc1cc2ccccc2n1C)C(=O)c1ccc2c(c1)CN(Cc1ccccc1)C(=O)[C@@H](CO)N2, predict the reactants needed to synthesize it. The reactants are: CC(C)(C)OC(=O)c1ccc2c(c1)CN(Cc1ccccc1)C(=O)[C@@H](CO)N2.CNCc1cc2ccccc2n1C.